From a dataset of Peptide-MHC class II binding affinity with 134,281 pairs from IEDB. Regression. Given a peptide amino acid sequence and an MHC pseudo amino acid sequence, predict their binding affinity value. This is MHC class II binding data. (1) The peptide sequence is APEVKYTVFETAKKK. The MHC is HLA-DQA10501-DQB10301 with pseudo-sequence HLA-DQA10501-DQB10301. The binding affinity (normalized) is 0.232. (2) The peptide sequence is EHRWREIYNMVKFRM. The MHC is DRB1_0901 with pseudo-sequence DRB1_0901. The binding affinity (normalized) is 0.361. (3) The peptide sequence is RYFLMAFANQIHHID. The MHC is H-2-IAb with pseudo-sequence H-2-IAb. The binding affinity (normalized) is 0.684. (4) The MHC is DRB1_0701 with pseudo-sequence DRB1_0701. The peptide sequence is AVHVWLRLPAGRVEI. The binding affinity (normalized) is 0.754. (5) The peptide sequence is YDKFLANVSTVTTGK. The MHC is DRB3_0202 with pseudo-sequence DRB3_0202. The binding affinity (normalized) is 1.00. (6) The peptide sequence is DSEEPLQGPFNFRFL. The MHC is HLA-DQA10501-DQB10301 with pseudo-sequence HLA-DQA10501-DQB10301. The binding affinity (normalized) is 0.198. (7) The peptide sequence is ELYYAIYKASPTLAF. The MHC is HLA-DQA10501-DQB10301 with pseudo-sequence HLA-DQA10501-DQB10301. The binding affinity (normalized) is 0.882.